Dataset: Catalyst prediction with 721,799 reactions and 888 catalyst types from USPTO. Task: Predict which catalyst facilitates the given reaction. (1) Reactant: [NH2:1][CH:2]1[CH2:7][CH2:6][N:5]([C:8]([O:10][CH2:11][C:12]2[CH:17]=[CH:16][CH:15]=[CH:14][CH:13]=2)=[O:9])[CH2:4][CH2:3]1.C(N(CC)CC)C.Cl[C:26]([O:28][CH:29]([CH3:31])[CH3:30])=[O:27]. Product: [CH:29]([O:28][C:26]([NH:1][CH:2]1[CH2:3][CH2:4][N:5]([C:8]([O:10][CH2:11][C:12]2[CH:17]=[CH:16][CH:15]=[CH:14][CH:13]=2)=[O:9])[CH2:6][CH2:7]1)=[O:27])([CH3:31])[CH3:30]. The catalyst class is: 4. (2) Reactant: [F-].[K+].Br[CH2:4][C:5]([C:7]1[C:12]([CH3:13])=[CH:11][CH:10]=[CH:9][C:8]=1[OH:14])=[O:6].C(OCC)(=O)C. Product: [CH3:13][C:12]1[C:7]2[C:5](=[O:6])[CH2:4][O:14][C:8]=2[CH:9]=[CH:10][CH:11]=1. The catalyst class is: 9. (3) Reactant: [S:1]1[C:5]([C:6]2[C:7]([OH:16])=[C:8]([CH:11]=[CH:12][C:13]=2[O:14][CH3:15])[CH:9]=[O:10])=[CH:4][C:3]2[CH:17]=[CH:18][CH:19]=[CH:20][C:2]1=2.[C:21](=O)([O-])[O-].[K+].[K+].CI. Product: [S:1]1[C:5]([C:6]2[C:7]([O:16][CH3:21])=[C:8]([CH:11]=[CH:12][C:13]=2[O:14][CH3:15])[CH:9]=[O:10])=[CH:4][C:3]2[CH:17]=[CH:18][CH:19]=[CH:20][C:2]1=2. The catalyst class is: 21. (4) Reactant: [CH2:1]([O:4][C:5](=[O:41])[C@@H:6]([NH:33][C:34]([O:36][C:37]([CH3:40])([CH3:39])[CH3:38])=[O:35])[CH2:7][C:8]1[CH:32]=[CH:31][C:11]([O:12][C:13]([NH:15][CH2:16][CH2:17][CH:18]([N:22]([C:24]([O:26][C:27]([CH3:30])([CH3:29])[CH3:28])=[O:25])[CH3:23])[C:19]([OH:21])=O)=[O:14])=[CH:10][CH:9]=1)[CH:2]=[CH2:3].[C:42]([S:61][CH2:62][C@@H:63]([C:65]([NH2:67])=[O:66])[NH2:64])([C:55]1[CH:60]=[CH:59][CH:58]=[CH:57][CH:56]=1)([C:49]1[CH:54]=[CH:53][CH:52]=[CH:51][CH:50]=1)[C:43]1[CH:48]=[CH:47][CH:46]=[CH:45][CH:44]=1.C(N(CC)C(C)C)(C)C.CN(C(ON1N=NC2C=CC=NC1=2)=[N+](C)C)C.F[P-](F)(F)(F)(F)F. Product: [NH2:67][C:65](=[O:66])[C@@H:63]([NH:64][C:19](=[O:21])[CH:18]([N:22]([C:24]([O:26][C:27]([CH3:28])([CH3:30])[CH3:29])=[O:25])[CH3:23])[CH2:17][CH2:16][NH:15][C:13]([O:12][C:11]1[CH:31]=[CH:32][C:8]([CH2:7][C@@H:6]([C:5]([O:4][CH2:1][CH:2]=[CH2:3])=[O:41])[NH:33][C:34]([O:36][C:37]([CH3:40])([CH3:38])[CH3:39])=[O:35])=[CH:9][CH:10]=1)=[O:14])[CH2:62][S:61][C:42]([C:43]1[CH:48]=[CH:47][CH:46]=[CH:45][CH:44]=1)([C:49]1[CH:50]=[CH:51][CH:52]=[CH:53][CH:54]=1)[C:55]1[CH:60]=[CH:59][CH:58]=[CH:57][CH:56]=1. The catalyst class is: 4.